This data is from Forward reaction prediction with 1.9M reactions from USPTO patents (1976-2016). The task is: Predict the product of the given reaction. (1) Given the reactants [C:1]([CH:3]([N:11]=C(C1C=CC=CC=1)C1C=CC=CC=1)[C:4]([NH:6][C:7]([CH3:10])([CH3:9])[CH3:8])=[O:5])#[N:2].C(OCC)(=O)C.[ClH:31], predict the reaction product. The product is: [ClH:31].[NH2:11][CH:3]([C:1]#[N:2])[C:4]([NH:6][C:7]([CH3:8])([CH3:10])[CH3:9])=[O:5]. (2) Given the reactants [Cl:1][C:2]1[CH:7]=[CH:6][C:5]([S:8](Cl)(=[O:10])=[O:9])=[CH:4][C:3]=1[CH2:12][CH3:13].[Br:14][C:15]1[C:20]([NH2:21])=[CH:19][C:18]([Cl:22])=[CH:17][N:16]=1, predict the reaction product. The product is: [Br:14][C:15]1[C:20]([NH:21][S:8]([C:5]2[CH:6]=[CH:7][C:2]([Cl:1])=[C:3]([CH2:12][CH3:13])[CH:4]=2)(=[O:10])=[O:9])=[CH:19][C:18]([Cl:22])=[CH:17][N:16]=1. (3) Given the reactants [CH:1]12[CH2:10][CH:5]3[CH2:6][CH:7]([CH2:9][CH:3]([CH2:4]3)[CH:2]1[N:11]1[CH:14]([C:15]3[C:20]4[O:21][CH2:22][CH:23]=[CH:24][CH2:25][C:19]=4[CH:18]=[CH:17][CH:16]=3)[C:13]([CH3:27])([CH3:26])[C:12]1=[O:28])[CH2:8]2, predict the reaction product. The product is: [CH:1]12[CH2:10][CH:5]3[CH2:6][CH:7]([CH2:9][CH:3]([CH2:4]3)[CH:2]1[N:11]1[CH:14]([C:15]3[C:20]4[O:21][CH2:22][CH2:23][CH2:24][CH2:25][C:19]=4[CH:18]=[CH:17][CH:16]=3)[C:13]([CH3:26])([CH3:27])[C:12]1=[O:28])[CH2:8]2. (4) Given the reactants [C:1]([N:8]1[CH2:11][CH:10]([OH:12])[CH2:9]1)([O:3][C:4]([CH3:7])([CH3:6])[CH3:5])=[O:2].[H-].[Na+].[N+:15]([C:18]1[CH:23]=[CH:22][C:21](F)=[CH:20][C:19]=1[CH3:25])([O-:17])=[O:16], predict the reaction product. The product is: [C:4]([O:3][C:1]([N:8]1[CH2:11][CH:10]([O:12][C:21]2[CH:22]=[CH:23][C:18]([N+:15]([O-:17])=[O:16])=[C:19]([CH3:25])[CH:20]=2)[CH2:9]1)=[O:2])([CH3:7])([CH3:6])[CH3:5]. (5) Given the reactants CON(C)[C:4]([C:6]1[CH:7]=[C:8]([C:12]2[CH:17]=[CH:16][CH:15]=[CH:14][CH:13]=2)[CH:9]=[CH:10][CH:11]=1)=[O:5].[CH3:19][O:20][C:21]1[CH:22]=[C:23]([Mg]Br)[CH:24]=[C:25]([O:29][CH3:30])[C:26]=1[O:27][CH3:28], predict the reaction product. The product is: [C:8]1([C:12]2[CH:13]=[CH:14][CH:15]=[CH:16][CH:17]=2)[CH:9]=[CH:10][CH:11]=[C:6]([C:4]([C:23]2[CH:24]=[C:25]([O:29][CH3:30])[C:26]([O:27][CH3:28])=[C:21]([O:20][CH3:19])[CH:22]=2)=[O:5])[CH:7]=1.